From a dataset of Full USPTO retrosynthesis dataset with 1.9M reactions from patents (1976-2016). Predict the reactants needed to synthesize the given product. (1) Given the product [C:27]([O:31][C:32]([N:34]1[CH2:35][CH2:36][N:37]([CH2:40][C:41]([N:24]2[CH2:25][CH2:26][N:21]([C:18]3[CH:17]=[CH:16][C:15]([O:14][CH2:13][C:2]4([CH3:1])[O:6][C:5]5=[N:7][C:8]([N+:10]([O-:12])=[O:11])=[CH:9][N:4]5[CH2:3]4)=[CH:20][CH:19]=3)[CH2:22][CH2:23]2)=[O:42])[CH2:38][CH2:39]1)=[O:33])([CH3:30])([CH3:29])[CH3:28], predict the reactants needed to synthesize it. The reactants are: [CH3:1][C:2]1([CH2:13][O:14][C:15]2[CH:20]=[CH:19][C:18]([N:21]3[CH2:26][CH2:25][NH:24][CH2:23][CH2:22]3)=[CH:17][CH:16]=2)[O:6][C:5]2=[N:7][C:8]([N+:10]([O-:12])=[O:11])=[CH:9][N:4]2[CH2:3]1.[C:27]([O:31][C:32]([N:34]1[CH2:39][CH2:38][N:37]([CH2:40][C:41](O)=[O:42])[CH2:36][CH2:35]1)=[O:33])([CH3:30])([CH3:29])[CH3:28].CN(C(ON1N=NC2C=CC=CC1=2)=[N+](C)C)C.[B-](F)(F)(F)F.C(N(CC)CC)C. (2) Given the product [C:10]([O:14][C:15]([N:17]1[CH2:22][CH2:21][CH:20]([O:23][C:2]2[C:7]([CH3:8])=[C:6]([Cl:9])[N:5]=[CH:4][N:3]=2)[CH2:19][CH2:18]1)=[O:16])([CH3:13])([CH3:11])[CH3:12], predict the reactants needed to synthesize it. The reactants are: Cl[C:2]1[C:7]([CH3:8])=[C:6]([Cl:9])[N:5]=[CH:4][N:3]=1.[C:10]([O:14][C:15]([N:17]1[CH2:22][CH2:21][CH:20]([OH:23])[CH2:19][CH2:18]1)=[O:16])([CH3:13])([CH3:12])[CH3:11].CC(C)([O-])C.[K+]. (3) The reactants are: Br[C:2]1[CH:3]=[C:4]([F:22])[C:5]2[O:9][C:8]([C:10]3[CH:15]=[CH:14][C:13]([S:16]([CH3:19])(=[O:18])=[O:17])=[CH:12][C:11]=3[F:20])=[N:7][C:6]=2[CH:21]=1.[CH3:23][C:24]1([CH3:40])[C:28]([CH3:30])([CH3:29])[O:27][B:26]([B:26]2[O:27][C:28]([CH3:30])([CH3:29])[C:24]([CH3:40])([CH3:23])[O:25]2)[O:25]1.C([O-])(=O)C.[K+].C(Cl)Cl. Given the product [F:22][C:4]1[C:5]2[O:9][C:8]([C:10]3[CH:15]=[CH:14][C:13]([S:16]([CH3:19])(=[O:18])=[O:17])=[CH:12][C:11]=3[F:20])=[N:7][C:6]=2[CH:21]=[C:2]([B:26]2[O:27][C:28]([CH3:30])([CH3:29])[C:24]([CH3:40])([CH3:23])[O:25]2)[CH:3]=1, predict the reactants needed to synthesize it. (4) Given the product [C:24]([C:21]1[CH:20]=[CH:19][C:18]([CH2:17][NH:16][C:14](=[O:15])[C@H:9]([CH2:10][CH:11]([CH3:13])[CH3:12])[NH2:8])=[CH:23][CH:22]=1)#[N:25], predict the reactants needed to synthesize it. The reactants are: C(OC([NH:8][C@H:9]([C:14]([NH:16][CH2:17][C:18]1[CH:23]=[CH:22][C:21]([C:24]#[N:25])=[CH:20][CH:19]=1)=[O:15])[CH2:10][CH:11]([CH3:13])[CH3:12])=O)(C)(C)C. (5) Given the product [CH:46]1([CH2:49][O:50][NH:51][C:39]([C:38]2[C:30]([NH:29][C:26]3[CH:27]=[CH:28][C:23]([Br:22])=[CH:24][C:25]=3[F:44])=[C:31]([Cl:43])[C:32](=[O:42])[N:33]3[C:37]=2[CH2:36][CH2:35][CH2:34]3)=[O:41])[CH2:48][CH2:47]1, predict the reactants needed to synthesize it. The reactants are: CCN=C=NCCCN(C)C.C1C=CC2N(O)N=NC=2C=1.[Br:22][C:23]1[CH:28]=[CH:27][C:26]([NH:29][C:30]2[C:38]([C:39]([OH:41])=O)=[C:37]3[N:33]([CH2:34][CH2:35][CH2:36]3)[C:32](=[O:42])[C:31]=2[Cl:43])=[C:25]([F:44])[CH:24]=1.Cl.[CH:46]1([CH2:49][O:50][NH2:51])[CH2:48][CH2:47]1. (6) Given the product [Cl:23][C:24]([Cl:29])=[CH:25][CH2:26][O:27][N:28]=[CH:9][CH2:8][CH2:7][CH2:6][CH2:5][O:4][C:3]1[C:2]([Cl:1])=[CH:14][C:13]([O:15][CH2:16][CH:17]=[C:18]([Cl:20])[Cl:19])=[CH:12][C:11]=1[Cl:21], predict the reactants needed to synthesize it. The reactants are: [Cl:1][C:2]1[CH:14]=[C:13]([O:15][CH2:16][CH:17]=[C:18]([Cl:20])[Cl:19])[CH:12]=[C:11]([Cl:21])[C:3]=1[O:4][CH2:5][CH2:6][CH2:7][CH2:8][CH:9]=O.Cl.[Cl:23][C:24]([Cl:29])=[CH:25][CH2:26][O:27][NH2:28].Cl.